From a dataset of Peptide-MHC class I binding affinity with 185,985 pairs from IEDB/IMGT. Regression. Given a peptide amino acid sequence and an MHC pseudo amino acid sequence, predict their binding affinity value. This is MHC class I binding data. (1) The binding affinity (normalized) is 0.0847. The peptide sequence is SLAIDAYPL. The MHC is HLA-A11:01 with pseudo-sequence HLA-A11:01. (2) The peptide sequence is SDMQKFTIL. The MHC is HLA-B08:01 with pseudo-sequence HLA-B08:01. The binding affinity (normalized) is 0.657. (3) The peptide sequence is KSAQVPLPL. The MHC is HLA-A26:01 with pseudo-sequence HLA-A26:01. The binding affinity (normalized) is 0.0847. (4) The peptide sequence is ILQRLSATL. The MHC is Mamu-A70103 with pseudo-sequence Mamu-A70103. The binding affinity (normalized) is 0. (5) The peptide sequence is YPYSSSARF. The MHC is HLA-B07:02 with pseudo-sequence HLA-B07:02. The binding affinity (normalized) is 0.744. (6) The peptide sequence is RMMETWHPL. The MHC is HLA-C14:02 with pseudo-sequence HLA-C14:02. The binding affinity (normalized) is 1.00.